Task: Predict the product of the given reaction.. Dataset: Forward reaction prediction with 1.9M reactions from USPTO patents (1976-2016) (1) Given the reactants [CH3:1][C@@H:2]1[NH:7][CH2:6][CH2:5][N:4]([CH2:8][C:9]2[CH:13]=[C:12]([C:14]3[CH:19]=[CH:18][CH:17]=[CH:16][C:15]=3[F:20])[O:11][N:10]=2)[CH2:3]1.[O:21]1[CH2:23][C@H:22]1[CH2:24][O:25][C:26]1[CH:27]=[CH:28][C:29]2[S:33][C:32]([CH3:34])=[N:31][C:30]=2[CH:35]=1, predict the reaction product. The product is: [F:20][C:15]1[CH:16]=[CH:17][CH:18]=[CH:19][C:14]=1[C:12]1[O:11][N:10]=[C:9]([CH2:8][N:4]2[CH2:5][CH2:6][N:7]([CH2:23][C@@H:22]([OH:21])[CH2:24][O:25][C:26]3[CH:27]=[CH:28][C:29]4[S:33][C:32]([CH3:34])=[N:31][C:30]=4[CH:35]=3)[C@@H:2]([CH3:1])[CH2:3]2)[CH:13]=1. (2) Given the reactants [CH2:1]([O:3][C:4](=[O:18])[C:5](=O)[CH2:6][C:7]1[CH:12]=[CH:11][C:10]([Cl:13])=[CH:9][C:8]=1[N+:14]([O-])=O)[CH3:2].CC(O)=O, predict the reaction product. The product is: [CH2:1]([O:3][C:4]([C:5]1[NH:14][C:8]2[C:7]([CH:6]=1)=[CH:12][CH:11]=[C:10]([Cl:13])[CH:9]=2)=[O:18])[CH3:2].